Dataset: Full USPTO retrosynthesis dataset with 1.9M reactions from patents (1976-2016). Task: Predict the reactants needed to synthesize the given product. Given the product [N+:18]([C:4]1[CH:11]=[CH:10][CH:9]=[CH:8][C:5]=1[CH2:6][NH:7][C:14]([NH:13][CH3:12])=[O:15])#[C-:16], predict the reactants needed to synthesize it. The reactants are: Cl.C([C:4]1[CH:11]=[CH:10][CH:9]=[CH:8][C:5]=1[CH2:6][NH2:7])#N.[CH3:12][N:13]=[C:14]=[O:15].[CH2:16]([N:18](CC)CC)C.O.